This data is from Peptide-MHC class I binding affinity with 185,985 pairs from IEDB/IMGT. The task is: Regression. Given a peptide amino acid sequence and an MHC pseudo amino acid sequence, predict their binding affinity value. This is MHC class I binding data. The peptide sequence is APAMGMNAY. The MHC is HLA-B35:01 with pseudo-sequence HLA-B35:01. The binding affinity (normalized) is 1.00.